From a dataset of Catalyst prediction with 721,799 reactions and 888 catalyst types from USPTO. Predict which catalyst facilitates the given reaction. (1) Reactant: [F:1][C:2]1[C:11]2[O:10][CH2:9][C@H:8]3[C@@H:12](C(O)=O)[C@H:7]3[C:6]=2[C:5]([F:16])=[CH:4][CH:3]=1.C([N:19]([CH2:22]C)CC)C.[NH2:24][C:25]1[N:30]=[CH:29][C:28]([C:31]([C:33]2[CH:38]=[CH:37][C:36]([F:39])=[CH:35][CH:34]=2)=[O:32])=[CH:27][CH:26]=1.C1C=CC(P(N=[N+]=[N-])(C2C=CC=CC=2)=[O:47])=CC=1. Product: [F:1][C:2]1[C:11]2[O:10][CH2:9][C@H:8]3[C@@H:12]([NH:19][C:22]([NH:24][C:25]4[CH:26]=[CH:27][C:28]([C:31](=[O:32])[C:33]5[CH:38]=[CH:37][C:36]([F:39])=[CH:35][CH:34]=5)=[CH:29][N:30]=4)=[O:47])[C@H:7]3[C:6]=2[C:5]([F:16])=[CH:4][CH:3]=1. The catalyst class is: 11. (2) Reactant: [N:1]1[CH:6]=[CH:5][C:4]([C:7]2[CH:12]=[CH:11][C:10]([NH:13][C:14](=[O:16])[CH3:15])=[CH:9][CH:8]=2)=[CH:3][CH:2]=1.C1C(=O)N([Br:24])C(=O)C1. Product: [Br:24][C:11]1[CH:12]=[C:7]([C:4]2[CH:5]=[CH:6][N:1]=[CH:2][CH:3]=2)[CH:8]=[CH:9][C:10]=1[NH:13][C:14](=[O:16])[CH3:15]. The catalyst class is: 15. (3) The catalyst class is: 1. Reactant: [CH2:1]([NH2:8])[C:2]1[CH:7]=[CH:6][CH:5]=[CH:4][CH:3]=1.C([N-]C(C)C)(C)C.[Li+].C1COCC1.Cl[C:23]1[C:28]([C:29]([OH:31])=[O:30])=[CH:27][N:26]=[C:25]([F:32])[C:24]=1[F:33].[Cl-].[NH4+]. Product: [CH2:1]([NH:8][C:23]1[C:28]([C:29]([OH:31])=[O:30])=[CH:27][N:26]=[C:25]([F:32])[C:24]=1[F:33])[C:2]1[CH:7]=[CH:6][CH:5]=[CH:4][CH:3]=1. (4) The catalyst class is: 113. Reactant: [C:1]([O:5][C:6]([N:8]1[CH2:12][CH:11]([C:13]#[N:14])[CH2:10][CH:9]1[C:15](=O)[NH:16][CH2:17][C:18]([C:20]1[CH:25]=[CH:24][C:23]([Br:26])=[CH:22][CH:21]=1)=O)=[O:7])([CH3:4])([CH3:3])[CH3:2].C(O)(=O)C.[NH3:32]. Product: [C:1]([O:5][C:6]([N:8]1[CH2:12][CH:11]([C:13]#[N:14])[CH2:10][CH:9]1[C:15]1[NH:32][C:18]([C:20]2[CH:25]=[CH:24][C:23]([Br:26])=[CH:22][CH:21]=2)=[CH:17][N:16]=1)=[O:7])([CH3:4])([CH3:3])[CH3:2]. (5) Reactant: [N:1]([CH2:4][C:5]1([CH3:25])[CH2:10][CH2:9][C:8]([F:24])([S:11]([C:14]2[CH:19]=[CH:18][CH:17]=[C:16]([C:20]([F:23])([F:22])[F:21])[CH:15]=2)(=[O:13])=[O:12])[CH2:7][CH2:6]1)=[N+]=[N-]. Product: [F:24][C:8]1([S:11]([C:14]2[CH:19]=[CH:18][CH:17]=[C:16]([C:20]([F:21])([F:22])[F:23])[CH:15]=2)(=[O:13])=[O:12])[CH2:7][CH2:6][C:5]([CH2:4][NH2:1])([CH3:25])[CH2:10][CH2:9]1. The catalyst class is: 320. (6) Reactant: [CH3:1][NH:2][C:3]1[C:4]([NH2:9])=[CH:5][CH:6]=[CH:7][CH:8]=1.N1C=CC=CC=1.[O:16]1CCC[CH2:17]1. Product: [CH3:1][N:2]1[C:3]2[CH:8]=[CH:7][CH:6]=[CH:5][C:4]=2[NH:9][C:17]1=[O:16]. The catalyst class is: 6.